Task: Predict the reactants needed to synthesize the given product.. Dataset: Full USPTO retrosynthesis dataset with 1.9M reactions from patents (1976-2016) (1) Given the product [CH:18]1([NH:17][C:15](=[O:16])[C:14]2[CH:21]=[CH:22][C:11]([C:8]3[N:4]4[CH:5]=[CH:6][N:7]=[C:2]([NH:32][CH2:31][CH2:30][CH2:29][S:26]([CH3:25])(=[O:28])=[O:27])[C:3]4=[N:10][CH:9]=3)=[CH:12][C:13]=2[CH3:23])[CH2:20][CH2:19]1, predict the reactants needed to synthesize it. The reactants are: Cl[C:2]1[C:3]2[N:4]([C:8]([C:11]3[CH:22]=[CH:21][C:14]([C:15]([NH:17][CH:18]4[CH2:20][CH2:19]4)=[O:16])=[C:13]([CH3:23])[CH:12]=3)=[CH:9][N:10]=2)[CH:5]=[CH:6][N:7]=1.Cl.[CH3:25][S:26]([CH2:29][CH2:30][CH2:31][NH2:32])(=[O:28])=[O:27]. (2) Given the product [O:34]1[CH2:33][CH:52]=[C:51]([C:2]2[CH:3]=[C:4]3[C:8](=[CH:9][CH:10]=2)[N:7]([CH:11]2[CH2:16][CH2:15][CH2:14][CH2:13][O:12]2)[N:6]=[C:5]3[CH2:17][N:18]([CH3:30])[CH2:19][CH2:20][N:21]([CH3:29])[C:22](=[O:28])[O:23][C:24]([CH3:25])([CH3:26])[CH3:27])[CH2:38][CH2:35]1, predict the reactants needed to synthesize it. The reactants are: I[C:2]1[CH:3]=[C:4]2[C:8](=[CH:9][CH:10]=1)[N:7]([CH:11]1[CH2:16][CH2:15][CH2:14][CH2:13][O:12]1)[N:6]=[C:5]2[CH2:17][N:18]([CH3:30])[CH2:19][CH2:20][N:21]([CH3:29])[C:22](=[O:28])[O:23][C:24]([CH3:27])([CH3:26])[CH3:25].CN(CCNC)[C:33](=O)[O:34][C:35]([CH3:38])(C)C.C(=O)([O-])[O-].[K+].[K+].O1CCO[CH2:52][CH2:51]1.